This data is from Forward reaction prediction with 1.9M reactions from USPTO patents (1976-2016). The task is: Predict the product of the given reaction. (1) Given the reactants [F:1][CH2:2][CH2:3][CH2:4][O:5][C:6]1[CH:15]=[CH:14][C:9]([C:10](OC)=[O:11])=[CH:8][N:7]=1.[H-].[Al+3].[Li+].[H-].[H-].[H-], predict the reaction product. The product is: [F:1][CH2:2][CH2:3][CH2:4][O:5][C:6]1[N:7]=[CH:8][C:9]([CH2:10][OH:11])=[CH:14][CH:15]=1. (2) Given the reactants Cl.[CH3:2][O:3][C:4](=[O:10])[CH2:5][CH2:6][CH2:7][NH:8][CH3:9].[C:11]1([C:32]2[CH:37]=[CH:36][CH:35]=[CH:34][CH:33]=2)[CH:16]=[CH:15][CH:14]=[CH:13][C:12]=1[NH:17][C:18]([O:20][CH:21]1[CH2:26][CH2:25][N:24]([CH2:27][CH2:28][C:29](O)=[O:30])[CH2:23][CH2:22]1)=[O:19].F[P-](F)(F)(F)(F)F.C[N+](C)=C(N(C)C)ON1C2N=CC=CC=2N=N1.C(N(CC)C(C)C)(C)C, predict the reaction product. The product is: [CH3:2][O:3][C:4](=[O:10])[CH2:5][CH2:6][CH2:7][NH:8][CH2:9][C:29](=[O:30])[CH2:28][CH2:27][N:24]1[CH2:25][CH2:26][CH:21]([O:20][C:18](=[O:19])[NH:17][C:12]2[CH:13]=[CH:14][CH:15]=[CH:16][C:11]=2[C:32]2[CH:33]=[CH:34][CH:35]=[CH:36][CH:37]=2)[CH2:22][CH2:23]1.